From a dataset of Forward reaction prediction with 1.9M reactions from USPTO patents (1976-2016). Predict the product of the given reaction. Given the reactants [Cl:1][C:2]1[CH:3]=[C:4]([C:15](=O)[CH2:16][CH2:17][C:18]([OH:20])=O)[CH:5]=[CH:6][C:7]=1[O:8][CH2:9][C:10]([O:12][CH2:13][CH3:14])=[O:11].O.[NH2:23][NH2:24].C(OCC)(=O)C, predict the reaction product. The product is: [Cl:1][C:2]1[CH:3]=[C:4]([C:15]2[CH2:16][CH2:17][C:18](=[O:20])[NH:23][N:24]=2)[CH:5]=[CH:6][C:7]=1[O:8][CH2:9][C:10]([O:12][CH2:13][CH3:14])=[O:11].